Dataset: Reaction yield outcomes from USPTO patents with 853,638 reactions. Task: Predict the reaction yield, written as a fraction of the theoretical maximum amount of product (1.0 means a 100% yield; for example, 0.34 means a 34% yield). The reactants are ClC(O[C:6](Cl)=[O:7])(Cl)Cl.[N:9]1[C:18]2[C:13](=CC=CC=2)[CH:12]=[CH:11]C=1.[F:19][C:20]1[CH:53]=[C:52]([F:54])[C:51]([F:55])=[CH:50][C:21]=1[CH2:22][O:23][CH2:24][C@@H:25]1[CH2:29][C@@H:28]([S:30][C:31]([C:44]2[CH:49]=[CH:48][CH:47]=[CH:46][CH:45]=2)([C:38]2[CH:43]=[CH:42][CH:41]=[CH:40][CH:39]=2)[C:32]2[CH:37]=[CH:36][CH:35]=[CH:34][CH:33]=2)[CH2:27][NH:26]1.N1CCCC1. The catalyst is C(Cl)Cl. The product is [N:9]1([C:6]([N:26]2[CH2:27][C@H:28]([S:30][C:31]([C:38]3[CH:43]=[CH:42][CH:41]=[CH:40][CH:39]=3)([C:32]3[CH:33]=[CH:34][CH:35]=[CH:36][CH:37]=3)[C:44]3[CH:45]=[CH:46][CH:47]=[CH:48][CH:49]=3)[CH2:29][C@H:25]2[CH2:24][O:23][CH2:22][C:21]2[CH:50]=[C:51]([F:55])[C:52]([F:54])=[CH:53][C:20]=2[F:19])=[O:7])[CH2:11][CH2:12][CH2:13][CH2:18]1. The yield is 0.590.